This data is from Tyrosyl-DNA phosphodiesterase HTS with 341,365 compounds. The task is: Binary Classification. Given a drug SMILES string, predict its activity (active/inactive) in a high-throughput screening assay against a specified biological target. The compound is Clc1cc2c(NCCCN3CCOCC3)c(cnc2c(c1)C)C(OCC)=O. The result is 0 (inactive).